Predict the reactants needed to synthesize the given product. From a dataset of Full USPTO retrosynthesis dataset with 1.9M reactions from patents (1976-2016). (1) Given the product [Cl:24][C:20]1[N:19]=[C:18]([C:17]2[S:16][C:15]([C:25]([CH3:28])([CH3:27])[CH3:26])=[N:14][C:13]=2[C:11]2[CH:10]=[CH:9][C:8]([F:29])=[C:7]([CH:12]=2)[NH2:6])[CH:23]=[CH:22][N:21]=1, predict the reactants needed to synthesize it. The reactants are: C(OC(=O)[NH:6][C:7]1[CH:12]=[C:11]([C:13]2[N:14]=[C:15]([C:25]([CH3:28])([CH3:27])[CH3:26])[S:16][C:17]=2[C:18]2[CH:23]=[CH:22][N:21]=[C:20]([Cl:24])[N:19]=2)[CH:10]=[CH:9][C:8]=1[F:29])C=C.CC(O)=O.C([SnH](CCCC)CCCC)CCC. (2) Given the product [CH2:24]([O:23][C:21](=[O:22])[C:20]([C:18]#[N:19])=[CH:3][C:2]([CH3:11])([CH3:1])[CH2:5][CH2:6][CH2:7][CH:8]([CH3:10])[CH3:9])[C:25]1[CH:30]=[CH:29][CH:28]=[CH:27][CH:26]=1, predict the reactants needed to synthesize it. The reactants are: [CH3:1][C:2]([CH3:11])([CH2:5][CH2:6][CH2:7][CH:8]([CH3:10])[CH3:9])[CH:3]=O.N1CCCCC1.[C:18]([CH2:20][C:21]([O:23][CH2:24][C:25]1[CH:30]=[CH:29][CH:28]=[CH:27][CH:26]=1)=[O:22])#[N:19].C(O)(=O)C.Cl. (3) Given the product [C:16]([C:14]1[CH:13]=[C:12]([NH:20][S:21]([CH3:24])(=[O:23])=[O:22])[C:11]([O:25][CH3:26])=[C:10]([NH:9][C:8](=[O:7])[NH:28][C:29]2[C:38]3[C:33](=[CH:34][CH:35]=[CH:36][CH:37]=3)[C:32]([O:39][C:40]3[CH:45]=[CH:44][N:43]=[C:42]([NH:46][C:47]4[CH:48]=[C:49]([CH:62]=[C:63]([O:65][CH3:66])[CH:64]=4)[C:50]([NH:52][CH2:53][CH2:54][CH2:55][N:56]4[CH2:61][CH2:60][O:59][CH2:58][CH2:57]4)=[O:51])[CH:41]=3)=[CH:31][CH:30]=2)[CH:15]=1)([CH3:19])([CH3:17])[CH3:18], predict the reactants needed to synthesize it. The reactants are: C1([O:7][C:8](=O)[NH:9][C:10]2[CH:15]=[C:14]([C:16]([CH3:19])([CH3:18])[CH3:17])[CH:13]=[C:12]([NH:20][S:21]([CH3:24])(=[O:23])=[O:22])[C:11]=2[O:25][CH3:26])C=CC=CC=1.[NH2:28][C:29]1[C:38]2[C:33](=[CH:34][CH:35]=[CH:36][CH:37]=2)[C:32]([O:39][C:40]2[CH:45]=[CH:44][N:43]=[C:42]([NH:46][C:47]3[CH:48]=[C:49]([CH:62]=[C:63]([O:65][CH3:66])[CH:64]=3)[C:50]([NH:52][CH2:53][CH2:54][CH2:55][N:56]3[CH2:61][CH2:60][O:59][CH2:58][CH2:57]3)=[O:51])[CH:41]=2)=[CH:31][CH:30]=1.C(N(CC)CC)C. (4) Given the product [F:11][C:12]1[C:13]([CH2:25][NH:26][C@H:27]([CH:30]([CH3:32])[CH3:31])[CH2:28][OH:29])=[N:14][C:15]([C:18]2[CH2:23][CH2:22][CH:21]([CH3:24])[CH2:20][CH:19]=2)=[CH:16][CH:17]=1.[F:11][C:12]1[C:13]([CH2:25][NH:26][C@H:27]([CH:30]([CH3:32])[CH3:31])[CH2:28][OH:29])=[N:14][C:15]([CH:18]2[CH2:19][CH2:20][CH:21]([CH3:24])[CH2:22][CH2:23]2)=[CH:16][CH:17]=1, predict the reactants needed to synthesize it. The reactants are: C12CC(CC1)C=C2B(O)O.[F:11][C:12]1[C:13]([CH2:25][NH:26][C@H:27]([CH:30]([CH3:32])[CH3:31])[CH2:28][OH:29])=[N:14][C:15]([C:18]2[CH2:23][CH2:22][CH:21]([CH3:24])[CH2:20][CH:19]=2)=[CH:16][CH:17]=1. (5) Given the product [F:12][CH2:11][CH2:10][NH:9][C:7]1[N:6]([C:13]([O:15][CH2:16][CH:17]([CH3:19])[CH3:18])=[O:14])[C:5]2[CH:20]=[CH:21][C:2]([C:37]3[CH:38]=[CH:39][C:33]4[O:32][CH2:31][CH2:30][N:29]([C:27]([O:26][C:23]([CH3:24])([CH3:22])[CH3:25])=[O:28])[CH2:35][C:34]=4[CH:36]=3)=[CH:3][C:4]=2[N:8]=1, predict the reactants needed to synthesize it. The reactants are: Br[C:2]1[CH:21]=[CH:20][C:5]2[N:6]([C:13]([O:15][CH2:16][CH:17]([CH3:19])[CH3:18])=[O:14])[C:7]([NH:9][CH2:10][CH2:11][F:12])=[N:8][C:4]=2[CH:3]=1.[CH3:22][C:23]([O:26][C:27]([N:29]1[CH2:35][C:34]2[CH:36]=[C:37](B(O)O)[CH:38]=[CH:39][C:33]=2[O:32][CH2:31][CH2:30]1)=[O:28])([CH3:25])[CH3:24].CCN(C(C)C)C(C)C.ClC(OCC(C)C)=O.